From a dataset of Catalyst prediction with 721,799 reactions and 888 catalyst types from USPTO. Predict which catalyst facilitates the given reaction. (1) Reactant: [Cl:1][C:2]1[CH:7]=[CH:6][CH:5]=[CH:4][C:3]=1[C:8]1[CH:17]=[C:16]([N+:18]([O-])=O)[CH:15]=[C:14]2[C:9]=1[CH2:10][N:11]([CH2:30][C:31]1[CH:36]=[CH:35][C:34]([O:37][CH3:38])=[CH:33][CH:32]=1)[C:12](=[O:29])[N:13]2[C:21]1[C:26]([Cl:27])=[CH:25][CH:24]=[CH:23][C:22]=1[Cl:28]. Product: [NH2:18][C:16]1[CH:15]=[C:14]2[C:9]([CH2:10][N:11]([CH2:30][C:31]3[CH:32]=[CH:33][C:34]([O:37][CH3:38])=[CH:35][CH:36]=3)[C:12](=[O:29])[N:13]2[C:21]2[C:26]([Cl:27])=[CH:25][CH:24]=[CH:23][C:22]=2[Cl:28])=[C:8]([C:3]2[CH:4]=[CH:5][CH:6]=[CH:7][C:2]=2[Cl:1])[CH:17]=1. The catalyst class is: 78. (2) Reactant: C[O:2][C:3]([C:5]1[S:6][C:7]([C:26]2[CH:31]=[CH:30][CH:29]=[CH:28][CH:27]=2)=[CH:8][C:9]=1[N:10]([C:17]([CH:19]1[CH2:24][CH2:23][CH:22]([CH3:25])[CH2:21][CH2:20]1)=[O:18])[CH:11]1[CH2:16][CH2:15][NH:14][CH2:13][CH2:12]1)=[O:4].O.[Li+].[OH-].Cl. Product: [CH3:25][CH:22]1[CH2:21][CH2:20][CH:19]([C:17]([N:10]([CH:11]2[CH2:12][CH2:13][NH:14][CH2:15][CH2:16]2)[C:9]2[CH:8]=[C:7]([C:26]3[CH:31]=[CH:30][CH:29]=[CH:28][CH:27]=3)[S:6][C:5]=2[C:3]([OH:4])=[O:2])=[O:18])[CH2:24][CH2:23]1. The catalyst class is: 12. (3) Reactant: [Mg].C1C2C3C=CC=CC=3OC=2C=CC=1.C(Br)C=C.C[Si](C)(Cl)Cl.[C:24]1([CH2:30][CH2:31][C:32](=[O:36])[CH2:33][CH2:34][CH3:35])[CH:29]=[CH:28][CH:27]=[CH:26][CH:25]=1.Cl[CH2:38][C:39]([O:41][CH2:42][CH3:43])=[O:40]. Product: [OH:36][C:32]([CH2:31][CH2:30][C:24]1[CH:29]=[CH:28][CH:27]=[CH:26][CH:25]=1)([CH2:33][CH2:34][CH3:35])[CH2:38][C:39]([O:41][CH2:42][CH3:43])=[O:40]. The catalyst class is: 1. (4) Reactant: [CH2:1]([C:3]1[O:4][CH:5]=[C:6]([CH2:8][N:9]2[C:14]3[CH:15]=[C:16]([C:18]4[CH:23]=[CH:22][CH:21]=[CH:20][CH:19]=4)[S:17][C:13]=3[C:12](=[O:24])[N:11]([CH:25]3[CH2:30][CH2:29][N:28](C(OC(C)(C)C)=O)[CH2:27][CH2:26]3)[C:10]2=[O:38])[N:7]=1)[CH3:2].[ClH:39]. Product: [ClH:39].[CH2:1]([C:3]1[O:4][CH:5]=[C:6]([CH2:8][N:9]2[C:14]3[CH:15]=[C:16]([C:18]4[CH:23]=[CH:22][CH:21]=[CH:20][CH:19]=4)[S:17][C:13]=3[C:12](=[O:24])[N:11]([CH:25]3[CH2:30][CH2:29][NH:28][CH2:27][CH2:26]3)[C:10]2=[O:38])[N:7]=1)[CH3:2]. The catalyst class is: 12. (5) Reactant: [Br:1][C:2]1[CH:7]=[C:6](Br)[C:5]([N+:9]([O-:11])=[O:10])=[CH:4][N:3]=1.[C:12]([C:14]1[CH:20]=[CH:19][C:17]([NH2:18])=[CH:16][CH:15]=1)#[N:13].C(N(CC)CC)C. Product: [Br:1][C:2]1[CH:7]=[C:6]([NH:18][C:17]2[CH:19]=[CH:20][C:14]([C:12]#[N:13])=[CH:15][CH:16]=2)[C:5]([N+:9]([O-:11])=[O:10])=[CH:4][N:3]=1. The catalyst class is: 8. (6) Reactant: [F:1][C:2]1[C:11]2[O:10][CH2:9][C@H:8]([CH3:12])[NH:7][C:6]=2[C:5]([N+:13]([O-])=O)=[CH:4][CH:3]=1. Product: [F:1][C:2]1[C:11]2[O:10][CH2:9][C@H:8]([CH3:12])[NH:7][C:6]=2[C:5]([NH2:13])=[CH:4][CH:3]=1. The catalyst class is: 99. (7) Reactant: [C:1]([NH:4][C:5]1[CH:13]=[CH:12][CH:11]=[C:10]2[C:6]=1[C:7](=[O:33])[N:8]([CH:15]([C:20]1[CH:25]=[CH:24][C:23]([O:26][CH:27]([F:29])[F:28])=[C:22]([O:30][CH2:31][CH3:32])[CH:21]=1)[CH2:16][C:17](O)=[O:18])[C:9]2=[O:14])(=[O:3])[CH3:2].C1N=[CH:37][N:36](C(N2C=NC=C2)=O)[CH:35]=1.CNC. Product: [C:1]([NH:4][C:5]1[CH:13]=[CH:12][CH:11]=[C:10]2[C:6]=1[C:7](=[O:33])[N:8]([CH:15]([C:20]1[CH:25]=[CH:24][C:23]([O:26][CH:27]([F:28])[F:29])=[C:22]([O:30][CH2:31][CH3:32])[CH:21]=1)[CH2:16][C:17]([N:36]([CH3:37])[CH3:35])=[O:18])[C:9]2=[O:14])(=[O:3])[CH3:2]. The catalyst class is: 1.